Predict the product of the given reaction. From a dataset of Forward reaction prediction with 1.9M reactions from USPTO patents (1976-2016). (1) Given the reactants [Br:1][C:2]1[CH:3]=[CH:4][C:5](I)=[C:6]([CH:21]=1)[CH2:7][O:8][C:9]1[C:18]2[C:13](=[CH:14][C:15]([O:19][CH3:20])=[CH:16][CH:17]=2)[CH:12]=[CH:11][CH:10]=1.C([O-])(=O)C.[Na+], predict the reaction product. The product is: [Br:1][C:2]1[CH:3]=[CH:4][C:5]2[C:10]3[C:9](=[C:18]4[CH:17]=[CH:16][C:15]([O:19][CH3:20])=[CH:14][C:13]4=[CH:12][CH:11]=3)[O:8][CH2:7][C:6]=2[CH:21]=1. (2) Given the reactants [Br:1][CH2:2][CH2:3][CH2:4][CH2:5][CH2:6][CH2:7][CH2:8]SC1C=CC(Cl)=CC=1.[Cl:17][C:18]1[CH:23]=[CH:22][CH:21]=[C:20](C(OO)=O)[CH:19]=1.[S:28]([O-:31])([O-])=[O:29].[Na+].[Na+].C(=O)([O-])O.[Na+], predict the reaction product. The product is: [Br:1][CH2:2][CH2:3][CH2:4][CH2:5][CH2:6][CH2:7][CH2:8][S:28]([C:21]1[CH:20]=[CH:19][C:18]([Cl:17])=[CH:23][CH:22]=1)(=[O:31])=[O:29]. (3) Given the reactants CCCC[N+](CCCC)(CCCC)CCCC.[F-].[CH3:19][C:20]1[CH:29]=[C:28]([C:30]#[C:31][Si](C)(C)C)[CH:27]=[CH:26][C:21]=1[O:22][CH2:23][CH2:24][OH:25].CCOC(C)=O, predict the reaction product. The product is: [C:30]([C:28]1[CH:27]=[CH:26][C:21]([O:22][CH2:23][CH2:24][OH:25])=[C:20]([CH3:19])[CH:29]=1)#[CH:31]. (4) Given the reactants [CH2:1]([S:4](Cl)(=[O:6])=[O:5])[CH2:2]C.[NH2:8][CH2:9][C:10]([C:13]1[CH:18]=[CH:17][C:16]([I:19])=[CH:15][CH:14]=1)([OH:12])[CH3:11].[CH2:20]1CCN2C(=NCCC2)CC1, predict the reaction product. The product is: [OH:12][C:10]([C:13]1[CH:14]=[CH:15][C:16]([I:19])=[CH:17][CH:18]=1)([CH3:11])[CH2:9][NH:8][S:4]([CH:1]([CH3:2])[CH3:20])(=[O:5])=[O:6]. (5) Given the reactants [CH3:1][N:2]([CH3:27])[CH2:3][CH2:4][CH2:5][O:6][C:7]1[CH:26]=[CH:25][C:10]2[C:11]3[S:12][C:13]([CH2:23][OH:24])=[CH:14][C:15]=3[C:16]3[CH:22]=[CH:21][CH:20]=[CH:19][C:17]=3[O:18][C:9]=2[CH:8]=1.Cl.[CH3:29][N:30]([CH3:35])[CH2:31][CH2:32][CH2:33]Cl, predict the reaction product. The product is: [CH3:29][N:30]([CH3:35])[CH2:31][CH2:32][CH2:33][O:24][CH2:23][C:13]1[S:12][C:11]2[C:10]3[CH:25]=[CH:26][C:7]([O:6][CH2:5][CH2:4][CH2:3][N:2]([CH3:1])[CH3:27])=[CH:8][C:9]=3[O:18][C:17]3[CH:19]=[CH:20][CH:21]=[CH:22][C:16]=3[C:15]=2[CH:14]=1.